Dataset: Full USPTO retrosynthesis dataset with 1.9M reactions from patents (1976-2016). Task: Predict the reactants needed to synthesize the given product. (1) The reactants are: Cl[C:2]1[C:3](=[O:15])[N:4](C2CCCCO2)[N:5]=[CH:6][C:7]=1Cl.[F:16][C:17]1[CH:18]=[C:19]([OH:23])[CH:20]=[CH:21][CH:22]=1.C[O:25][C:26](=[O:35])[CH:27](Br)[CH2:28][CH:29]1[CH2:33][CH2:32][CH2:31][CH2:30]1. Given the product [CH:29]1([CH2:28][CH:27]([N:4]2[C:3](=[O:15])[CH:2]=[C:7]([O:23][C:19]3[CH:20]=[CH:21][CH:22]=[C:17]([F:16])[CH:18]=3)[CH:6]=[N:5]2)[C:26]([OH:25])=[O:35])[CH2:33][CH2:32][CH2:31][CH2:30]1, predict the reactants needed to synthesize it. (2) Given the product [C:1]([OH:14])(=[O:13])[CH3:2].[C:1]([OH:14])(=[O:13])/[CH:2]=[CH:3]/[C:4]1[CH:12]=[CH:11][C:9]([OH:10])=[C:6]([O:7][CH3:8])[CH:5]=1, predict the reactants needed to synthesize it. The reactants are: [C:1]([OH:14])(=[O:13])/[CH:2]=[CH:3]/[C:4]1[CH:12]=[CH:11][C:9]([OH:10])=[C:6]([O:7][CH3:8])[CH:5]=1.C[C@@H]([C@@H]1[C@@]2(C)CC[C@@H]3[C@@]4(C)CC[C@H](O)CC4=CC[C@H]3[C@@H]2CC1)CC[C@H](C(C)C)C.CC[C@@H](C(C)C)/C=C/[C@H]([C@@H]1[C@@]2(C)CC[C@@H]3[C@@]4(C)CC[C@H](O)CC4=CC[C@H]3[C@@H]2CC1)C.CC[C@@H](C(C)C)CC[C@H]([C@@H]1[C@@]2(C)CC[C@@H]3[C@@]4(C)CC[C@H](O)CC4=CC[C@H]3[C@@H]2CC1)C.C(OC(=O)C)(=O)C. (3) Given the product [CH2:1]([O:8][CH:9]1[CH2:10][CH:11]([CH:13]2[NH:18][CH2:17][CH:16]([CH3:20])[O:15][CH2:14]2)[CH2:12]1)[C:2]1[CH:3]=[CH:4][CH:5]=[CH:6][CH:7]=1, predict the reactants needed to synthesize it. The reactants are: [CH2:1]([O:8][CH:9]1[CH2:12][CH:11]([CH:13]2[NH:18][C:17](=O)[CH:16]([CH3:20])[O:15][CH2:14]2)[CH2:10]1)[C:2]1[CH:7]=[CH:6][CH:5]=[CH:4][CH:3]=1.C(O)C. (4) Given the product [Br:8][C:4]1[N:3]=[C:2]([NH:1][C:16](=[O:18])[CH3:17])[CH:7]=[CH:6][CH:5]=1, predict the reactants needed to synthesize it. The reactants are: [NH2:1][C:2]1[CH:7]=[CH:6][CH:5]=[C:4]([Br:8])[N:3]=1.C(N(CC)CC)C.[C:16](Cl)(=[O:18])[CH3:17]. (5) Given the product [CH3:33][C:34]([CH3:38])([CH3:37])[C:35]#[C:36][C:2]1[CH:7]=[CH:6][C:5]([C:8]([C:26]2[CH:31]=[CH:30][C:29]([C:36]#[C:35][C:34]([CH3:38])([CH3:37])[CH3:33])=[CH:28][CH:27]=2)=[CH:9][CH2:10][S:11][C:12]2[CH:24]=[CH:23][C:15]([O:16][CH2:17][C:18]([O:20][CH2:21][CH3:22])=[O:19])=[C:14]([CH3:25])[CH:13]=2)=[CH:4][CH:3]=1, predict the reactants needed to synthesize it. The reactants are: I[C:2]1[CH:7]=[CH:6][C:5]([C:8]([C:26]2[CH:31]=[CH:30][C:29](I)=[CH:28][CH:27]=2)=[CH:9][CH2:10][S:11][C:12]2[CH:24]=[CH:23][C:15]([O:16][CH2:17][C:18]([O:20][CH2:21][CH3:22])=[O:19])=[C:14]([CH3:25])[CH:13]=2)=[CH:4][CH:3]=1.[CH3:33][C:34]([CH3:38])([CH3:37])[C:35]#[CH:36]. (6) Given the product [CH3:9][CH:10]([NH:13][C:2]1[CH2:6][S:5][C:4](=[O:7])[N:3]=1)[C:11]#[CH:12], predict the reactants needed to synthesize it. The reactants are: S=[C:2]1[CH2:6][S:5][C:4](=[O:7])[NH:3]1.Cl.[CH3:9][CH:10]([NH2:13])[C:11]#[CH:12].C(N(CC)CC)C. (7) Given the product [Cl:1][C:2]1[CH:3]=[CH:4][C:5]([NH:8][C:9]([C:11]2[CH:16]=[CH:15][CH:14]=[C:13]([O:17][CH3:18])[C:12]=2[NH2:19])=[O:10])=[N:6][CH:7]=1, predict the reactants needed to synthesize it. The reactants are: [Cl:1][C:2]1[CH:3]=[CH:4][C:5]([NH:8][C:9]([C:11]2[CH:16]=[CH:15][CH:14]=[C:13]([O:17][CH3:18])[C:12]=2[N+:19]([O-])=O)=[O:10])=[N:6][CH:7]=1.S(S([O-])=O)([O-])=O.[Na+].[Na+]. (8) Given the product [CH3:31][O:32][CH2:33][C:34]([NH:1][C@H:2]1[CH2:7][CH2:6][C@H:5]([NH:8][C:9]([C:11]2[C:15]3[N:16]=[CH:17][N:18]=[C:19]([C:20]4[CH:25]=[CH:24][CH:23]=[CH:22][C:21]=4[O:26][CH2:27][CH:28]4[CH2:29][CH2:30]4)[C:14]=3[NH:13][CH:12]=2)=[O:10])[CH2:4][CH2:3]1)=[O:35], predict the reactants needed to synthesize it. The reactants are: [NH2:1][C@H:2]1[CH2:7][CH2:6][C@H:5]([NH:8][C:9]([C:11]2[C:15]3[N:16]=[CH:17][N:18]=[C:19]([C:20]4[CH:25]=[CH:24][CH:23]=[CH:22][C:21]=4[O:26][CH2:27][CH:28]4[CH2:30][CH2:29]4)[C:14]=3[NH:13][CH:12]=2)=[O:10])[CH2:4][CH2:3]1.[CH3:31][O:32][CH2:33][C:34](Cl)=[O:35].